This data is from Forward reaction prediction with 1.9M reactions from USPTO patents (1976-2016). The task is: Predict the product of the given reaction. Given the reactants [CH3:1][NH:2][CH2:3][CH2:4][CH2:5][CH2:6][CH2:7][CH2:8][CH2:9][CH2:10][CH2:11][OH:12].[CH3:25][C:24]([O:23][C:21](O[C:21]([O:23][C:24]([CH3:27])([CH3:26])[CH3:25])=[O:22])=[O:22])([CH3:27])[CH3:26], predict the reaction product. The product is: [C:24]([O:23][C:21](=[O:22])[N:2]([CH2:3][CH2:4][CH2:5][CH2:6][CH2:7][CH2:8][CH2:9][CH2:10][CH2:11][OH:12])[CH3:1])([CH3:25])([CH3:26])[CH3:27].